This data is from Full USPTO retrosynthesis dataset with 1.9M reactions from patents (1976-2016). The task is: Predict the reactants needed to synthesize the given product. (1) Given the product [ClH:1].[NH2:6][C:10]1([C:16]([NH:18][C@@H:19]([CH2:33][CH:34]([CH3:36])[CH3:35])/[CH:20]=[CH:21]/[C:22]([N:24]2[C:32]3[C:27](=[CH:28][CH:29]=[CH:30][CH:31]=3)[CH2:26][CH2:25]2)=[O:23])=[O:17])[CH2:15][CH2:14][O:13][CH2:12][CH2:11]1, predict the reactants needed to synthesize it. The reactants are: [ClH:1].CC([N:6]([C:10]1([C:16]([NH:18][C@@H:19]([CH2:33][CH:34]([CH3:36])[CH3:35])/[CH:20]=[CH:21]/[C:22]([N:24]2[C:32]3[C:27](=[CH:28][CH:29]=[CH:30][CH:31]=3)[CH2:26][CH2:25]2)=[O:23])=[O:17])[CH2:15][CH2:14][O:13][CH2:12][CH2:11]1)C(=O)[O-])(C)C. (2) Given the product [Br:1][C:2]1[CH:7]=[CH:6][CH:5]=[C:4]([O:12][CH2:9][CH2:16][Br:15])[CH:3]=1, predict the reactants needed to synthesize it. The reactants are: [Br:1][C:2]1[CH:7]=[CH:6][C:5](O)=[CH:4][CH:3]=1.[C:9](=[O:12])([O-])[O-].[K+].[K+].[Br:15][CH2:16]CBr.